From a dataset of Catalyst prediction with 721,799 reactions and 888 catalyst types from USPTO. Predict which catalyst facilitates the given reaction. Reactant: C([O:3][C:4]([C:6]1[CH:7]=[N:8][N:9]([CH2:11][CH:12]2[CH2:16][C:15](=[O:17])[N:14]([C:18]3[CH:23]=[CH:22][CH:21]=[C:20]([C:24]([F:27])([F:26])[F:25])[CH:19]=3)[CH2:13]2)[CH:10]=1)=[O:5])C.[OH-].[Na+]. Product: [O:17]=[C:15]1[N:14]([C:18]2[CH:23]=[CH:22][CH:21]=[C:20]([C:24]([F:27])([F:25])[F:26])[CH:19]=2)[CH2:13][CH:12]([CH2:11][N:9]2[CH:10]=[C:6]([C:4]([OH:5])=[O:3])[CH:7]=[N:8]2)[CH2:16]1. The catalyst class is: 24.